Dataset: Full USPTO retrosynthesis dataset with 1.9M reactions from patents (1976-2016). Task: Predict the reactants needed to synthesize the given product. (1) Given the product [ClH:35].[CH3:1][N:2]1[CH2:8][CH2:7][CH2:6][C:5]2[O:9][C:10]3[CH:15]=[C:14]([N:16]4[CH:21]=[CH:20][C:19]([O:22][CH2:23][C:24]5[CH:25]=[N:26][C:27]([C:30]([F:32])([F:33])[F:31])=[CH:28][CH:29]=5)=[CH:18][C:17]4=[O:34])[CH:13]=[CH:12][C:11]=3[C:4]=2[CH2:3]1, predict the reactants needed to synthesize it. The reactants are: [CH3:1][N:2]1[CH2:8][CH2:7][CH2:6][C:5]2[O:9][C:10]3[CH:15]=[C:14]([N:16]4[CH:21]=[CH:20][C:19]([O:22][CH2:23][C:24]5[CH:25]=[N:26][C:27]([C:30]([F:33])([F:32])[F:31])=[CH:28][CH:29]=5)=[CH:18][C:17]4=[O:34])[CH:13]=[CH:12][C:11]=3[C:4]=2[CH2:3]1.[ClH:35].CCOCC. (2) The reactants are: I[C:2]1[C:10]2[C:5](=[N:6][CH:7]=[CH:8][C:9]=2[CH3:11])[N:4]([CH2:12][O:13][CH2:14][CH2:15][Si:16]([CH3:19])([CH3:18])[CH3:17])[N:3]=1.CC1(C)C(C)(C)OB([C:28]2[CH2:33][CH2:32][N:31]([C:34]([O:36][C:37]([CH3:40])([CH3:39])[CH3:38])=[O:35])[CH2:30][CH:29]=2)O1. Given the product [CH3:11][C:9]1[CH:8]=[CH:7][N:6]=[C:5]2[N:4]([CH2:12][O:13][CH2:14][CH2:15][Si:16]([CH3:19])([CH3:18])[CH3:17])[N:3]=[C:2]([C:28]3[CH2:33][CH2:32][N:31]([C:34]([O:36][C:37]([CH3:40])([CH3:39])[CH3:38])=[O:35])[CH2:30][CH:29]=3)[C:10]=12, predict the reactants needed to synthesize it. (3) Given the product [O:14]=[C:9]1[C:8]2[C:7]([C:15]3[CH:16]=[C:17]([C:20]([NH2:22])=[O:21])[S:18][CH:19]=3)=[N:6][NH:5][C:13]=2[CH:12]=[CH:11][NH:10]1, predict the reactants needed to synthesize it. The reactants are: C([N:5]1[C:13]2[CH:12]=[CH:11][NH:10][C:9](=[O:14])[C:8]=2[C:7]([C:15]2[CH:16]=[C:17]([C:20]([NH2:22])=[O:21])[S:18][CH:19]=2)=[N:6]1)(C)(C)C.